This data is from Full USPTO retrosynthesis dataset with 1.9M reactions from patents (1976-2016). The task is: Predict the reactants needed to synthesize the given product. (1) The reactants are: [H-].[Na+].[Br:3][C:4]1[CH:9]=[CH:8][C:7]([OH:10])=[CH:6][CH:5]=1.[CH2:11]([CH:13]([CH2:16][CH2:17][CH2:18][CH3:19])[CH2:14]Br)[CH3:12]. Given the product [CH2:11]([CH:13]([CH2:16][CH2:17][CH2:18][CH3:19])[CH2:14][O:10][C:7]1[CH:8]=[CH:9][C:4]([Br:3])=[CH:5][CH:6]=1)[CH3:12], predict the reactants needed to synthesize it. (2) Given the product [Cl:1][C:2]1[N:10]=[C:9]([CH3:12])[CH:8]=[CH:7][C:3]=1[C:4]([NH:43][C:34]([CH3:36])([C:37]1[CH:42]=[CH:41][CH:40]=[CH:39][CH:38]=1)[CH3:35])=[O:6], predict the reactants needed to synthesize it. The reactants are: [Cl:1][C:2]1[N:10]=[CH:9][C:8](C)=[CH:7][C:3]=1[C:4]([OH:6])=O.[CH3:12]CN=C=NCCCN(C)C.C1C=C2N=NN(O)C2=CC=1.O.[C:34]([NH2:43])([C:37]1[CH:42]=[CH:41][CH:40]=[CH:39][CH:38]=1)([CH3:36])[CH3:35]. (3) Given the product [O:16]1[CH2:20][CH2:19][CH2:18][CH:17]1[CH2:21][NH:22][S:10]([NH:13][C:14](=[O:15])[O:8][CH2:1][C:2]1[CH:7]=[CH:6][CH:5]=[CH:4][CH:3]=1)(=[O:12])=[O:11], predict the reactants needed to synthesize it. The reactants are: [CH2:1]([OH:8])[C:2]1[CH:7]=[CH:6][CH:5]=[CH:4][CH:3]=1.Cl[S:10]([N:13]=[C:14]=[O:15])(=[O:12])=[O:11].[O:16]1[CH2:20][CH2:19][CH2:18][CH:17]1[CH2:21][NH2:22].Cl. (4) Given the product [CH:10]1[CH:11]=[CH:12][C:7]2[S:6][C:5]3[CH:13]=[CH:14][CH:15]=[CH:16][C:4]=3[N:3]=[C:2]([N:26]3[CH2:25][CH2:24][N:23]([CH2:21][CH2:22][O:42][CH2:38][CH2:29][OH:32])[CH2:28][CH2:27]3)[C:8]=2[CH:9]=1.[CH:39](/[C:38]([OH:42])=[O:17])=[CH:40]\[C:29]([OH:31])=[O:32], predict the reactants needed to synthesize it. The reactants are: Cl[C:2]1[C:8]2[CH:9]=[CH:10][CH:11]=[CH:12][C:7]=2[S:6][C:5]2[CH:13]=[CH:14][CH:15]=[CH:16][C:4]=2[N:3]=1.[OH:17]CCO[CH:21]([N:23]1[CH2:28][CH2:27][NH:26][CH2:25][CH2:24]1)[CH3:22].[C:29](=[O:32])([O-:31])[O-].[K+].[K+].[I-].[K+].Cl.[CH2:38]([OH:42])[CH2:39][CH2:40]C. (5) Given the product [F:52][C:49]1[CH:50]=[CH:51][C:46]([C:8]2([C:5]3[CH:4]=[CH:3][C:2]([F:1])=[CH:7][CH:6]=3)[C@H:12]([C:13]3[CH:14]=[CH:15][CH:16]=[CH:17][CH:18]=3)[N:11]([CH2:19][C:20]([NH2:22])=[O:21])[C:10](=[O:45])[NH:9]2)=[CH:47][CH:48]=1, predict the reactants needed to synthesize it. The reactants are: [F:1][C:2]1[CH:7]=[CH:6][C:5]([C:8]2([C:46]3[CH:51]=[CH:50][C:49]([F:52])=[CH:48][CH:47]=3)[C@H:12]([C:13]3[CH:18]=[CH:17][CH:16]=[CH:15][CH:14]=3)[N:11]([CH2:19][C:20]([N:22](CC3C=CC(OC)=CC=3OC)CC3C=CC(OC)=CC=3OC)=[O:21])[C:10](=[O:45])[NH:9]2)=[CH:4][CH:3]=1.B(F)(F)F.CCOCC. (6) The reactants are: C([NH:4][C@:5]1([C:22](NC(C)(C)C)=[O:23])[C@@H:9]([CH2:10][CH2:11][CH2:12][B:13]2[O:17]C(C)(C)C(C)(C)[O:14]2)[CH2:8][NH:7][CH2:6]1)(=O)C.S([O-])([O-])(=O)=O.[Na+].[Na+].FC(F)(F)C1[CH:43]=[CH:42][C:41]([CH2:44][CH2:45][CH:46]=O)=[CH:40][CH:39]=1.[C:60]([O:59][BH-]([O:59][C:60](=[O:62])[CH3:61])[O:59][C:60](=[O:62])[CH3:61])(=[O:62])[CH3:61].[Na+].C(=O)([O-])[O-:65].[Na+].[Na+]. Given the product [NH2:4][C@:5]1([C:22]([OH:23])=[O:65])[C@@H:9]([CH2:10][CH2:11][CH2:12][B:13]([OH:14])[OH:17])[CH2:8][N:7]([CH2:46][CH2:45][CH2:44][C:41]2[CH:42]=[CH:43][C:61]([C:60]([OH:59])=[O:62])=[CH:39][CH:40]=2)[CH2:6]1, predict the reactants needed to synthesize it.